Task: Predict the reactants needed to synthesize the given product.. Dataset: Full USPTO retrosynthesis dataset with 1.9M reactions from patents (1976-2016) (1) Given the product [F:11][C:10]([F:12])([C:13]1[CH:18]=[CH:17][CH:16]=[CH:15][CH:14]=1)[CH2:9][O:8][CH2:7][CH2:6][CH2:5][CH2:4][CH2:3][CH2:2][N:23]1[C:19](=[O:29])[C:20]2[C:21](=[CH:25][CH:26]=[CH:27][CH:28]=2)[C:22]1=[O:24], predict the reactants needed to synthesize it. The reactants are: Br[CH2:2][CH2:3][CH2:4][CH2:5][CH2:6][CH2:7][O:8][CH2:9][C:10]([C:13]1[CH:18]=[CH:17][CH:16]=[CH:15][CH:14]=1)([F:12])[F:11].[C:19]1(=[O:29])[NH:23][C:22](=[O:24])[C:21]2=[CH:25][CH:26]=[CH:27][CH:28]=[C:20]12.[K]. (2) The reactants are: FC(F)(F)[C:3]1[CH:4]=[C:5]([CH:26]=[C:27](C(F)(F)F)[CH:28]=1)[C:6]([N:8]1[CH2:25][CH2:24][C:11]2([C:15](=[O:16])[NH:14][C:13](=[O:17])[CH:12]2[C:18]2[CH:23]=[CH:22][CH:21]=[CH:20][CH:19]=2)[CH2:10][CH2:9]1)=O.[C:35]1(P(C2C=CC=CC=2)C2C=CC=CC=2)C=CC=CC=1.CO.CCOC(/N=N/C(OCC)=O)=O. Given the product [CH2:6]([N:8]1[CH2:9][CH2:10][C:11]2([C:15](=[O:16])[N:14]([CH3:35])[C:13](=[O:17])[CH:12]2[C:18]2[CH:19]=[CH:20][CH:21]=[CH:22][CH:23]=2)[CH2:24][CH2:25]1)[C:5]1[CH:26]=[CH:27][CH:28]=[CH:3][CH:4]=1, predict the reactants needed to synthesize it. (3) Given the product [C:1]([O:5][C:6]([NH:8][CH2:9][C:10]([O:12][CH2:13][CH3:14])=[O:11])=[O:7])([CH3:4])([CH3:2])[CH3:3], predict the reactants needed to synthesize it. The reactants are: [C:1]([O:5][C:6]([NH:8][CH2:9][C:10]([OH:12])=[O:11])=[O:7])([CH3:4])([CH3:3])[CH3:2].[CH2:13](O)[CH3:14].Cl.CN(C)CCCN=C=NCC. (4) Given the product [Br:1][C:2]1[N:3]=[C:4]2[CH:10]=[C:9]([CH3:11])[N:8]([CH2:15][O:16][CH2:17][CH2:18][Si:19]([CH3:22])([CH3:21])[CH3:20])[C:5]2=[N:6][CH:7]=1, predict the reactants needed to synthesize it. The reactants are: [Br:1][C:2]1[N:3]=[C:4]2[CH:10]=[C:9]([CH3:11])[NH:8][C:5]2=[N:6][CH:7]=1.[H-].[Na+].Cl[CH2:15][O:16][CH2:17][CH2:18][Si:19]([CH3:22])([CH3:21])[CH3:20]. (5) Given the product [CH:1]([CH:4]1[CH2:9][CH2:8][CH2:7][CH:6]([CH:10]([CH3:17])[CH2:11][CH:12]=[O:13])[CH2:5]1)([CH3:3])[CH3:2], predict the reactants needed to synthesize it. The reactants are: [CH:1]([CH:4]1[CH2:9][CH2:8][CH2:7][CH:6]([CH:10]([CH3:17])[CH2:11][CH:12]2OCC[O:13]2)[CH2:5]1)([CH3:3])[CH3:2].ClCCl. (6) Given the product [CH2:3]([O:5][C:7]1[N:12]=[CH:11][C:10]([C:13]2[O:17][N:16]=[C:15]([C:18]3[CH:26]=[CH:25][C:24]4[NH:23][C:22]5[CH:27]([CH2:30][C:31]([O:33][CH2:34][CH3:35])=[O:32])[CH2:28][CH2:29][C:21]=5[C:20]=4[CH:19]=3)[N:14]=2)=[CH:9][C:8]=1[CH3:36])[CH3:4], predict the reactants needed to synthesize it. The reactants are: [H-].[Na+].[CH2:3]([OH:5])[CH3:4].F[C:7]1[N:12]=[CH:11][C:10]([C:13]2[O:17][N:16]=[C:15]([C:18]3[CH:26]=[CH:25][C:24]4[NH:23][C:22]5[CH:27]([CH2:30][C:31]([O:33][CH2:34][CH3:35])=[O:32])[CH2:28][CH2:29][C:21]=5[C:20]=4[CH:19]=3)[N:14]=2)=[CH:9][C:8]=1[CH3:36]. (7) Given the product [F:1][C:2]1[CH:7]=[CH:6][C:5]([C:8]2[C:9]3[C:10](=[N:27][N:28]([CH2:33][CH2:34][CH2:35][O:36][CH:37]4[CH2:42][CH2:41][CH2:40][CH2:39][O:38]4)[CH:29]=3)[N:11]=[C:12]([C:20]3[CH:25]=[CH:24][C:23]([F:26])=[CH:22][CH:21]=3)[C:13]=2[C:14]2[CH:15]=[CH:16][N:17]=[CH:18][CH:19]=2)=[CH:4][CH:3]=1, predict the reactants needed to synthesize it. The reactants are: [F:1][C:2]1[CH:7]=[CH:6][C:5]([C:8]2[C:13]([C:14]3[CH:19]=[CH:18][N:17]=[CH:16][CH:15]=3)=[C:12]([C:20]3[CH:25]=[CH:24][C:23]([F:26])=[CH:22][CH:21]=3)[N:11]=[C:10]3[NH:27][N:28]=[CH:29][C:9]=23)=[CH:4][CH:3]=1.[OH-].[K+].Br[CH2:33][CH2:34][CH2:35][O:36][CH:37]1[CH2:42][CH2:41][CH2:40][CH2:39][O:38]1.O. (8) Given the product [Cl:10][C:11]1[CH:19]=[C:18]([C:20]([NH:22][CH2:23][C:24]2[CH:29]=[CH:28][CH:27]=[C:26]([O:30][Si:31]([C:34]([CH3:36])([CH3:35])[CH3:37])([CH3:32])[CH3:33])[CH:25]=2)=[O:21])[CH:17]=[C:16]([CH3:38])[C:12]=1[C:13]([NH:49][C@H:48]([C:50]([O:52][CH3:53])=[O:51])[CH2:47][NH:46][C:44]([O:43][C:41]([CH3:54])([CH3:42])[CH3:40])=[O:45])=[O:15], predict the reactants needed to synthesize it. The reactants are: C(N(C(C)C)CC)(C)C.[Cl:10][C:11]1[CH:19]=[C:18]([C:20]([NH:22][CH2:23][C:24]2[CH:29]=[CH:28][CH:27]=[C:26]([O:30][Si:31]([C:34]([CH3:37])([CH3:36])[CH3:35])([CH3:33])[CH3:32])[CH:25]=2)=[O:21])[CH:17]=[C:16]([CH3:38])[C:12]=1[C:13]([OH:15])=O.Cl.[CH3:40][C:41]([CH3:54])([O:43][C:44]([NH:46][CH2:47][C@@H:48]([C:50]([O:52][CH3:53])=[O:51])[NH2:49])=[O:45])[CH3:42].F[P-](F)(F)(F)(F)F.N1(O[P+](N(C)C)(N(C)C)N(C)C)C2C=CC=CC=2N=N1. (9) Given the product [I:13][C:5]1[C:4]([C:7]2[S:8][CH:9]=[C:10]([CH3:12])[CH:11]=2)=[N:3][N:2]([CH3:1])[CH:6]=1, predict the reactants needed to synthesize it. The reactants are: [CH3:1][N:2]1[CH:6]=[CH:5][C:4]([C:7]2[S:8][CH:9]=[C:10]([CH3:12])[CH:11]=2)=[N:3]1.[I:13]N1C(=O)CCC1=O.S([O-])([O-])(=O)=S.[Na+].[Na+].C(=O)([O-])[O-].[Na+].[Na+]. (10) Given the product [CH:5]1[C:6]2[C:11](=[CH:10][CH:9]=[CH:8][CH:7]=2)[C:2]([C:23]2[CH:22]=[CH:21][C:20]([NH:19][C:17](=[O:18])[O:16][C:12]([CH3:14])([CH3:13])[CH3:15])=[CH:25][CH:24]=2)=[CH:3][N:4]=1, predict the reactants needed to synthesize it. The reactants are: Br[C:2]1[C:11]2[C:6](=[CH:7][CH:8]=[CH:9][CH:10]=2)[CH:5]=[N:4][CH:3]=1.[C:12]([O:16][C:17]([NH:19][C:20]1[CH:25]=[CH:24][C:23](B(O)O)=[CH:22][CH:21]=1)=[O:18])([CH3:15])([CH3:14])[CH3:13].CC1C=CN=CC=1C1C=CC=C2C=1C=NN2.